Dataset: Catalyst prediction with 721,799 reactions and 888 catalyst types from USPTO. Task: Predict which catalyst facilitates the given reaction. (1) Reactant: Br[C:2]1[C:12]2[O:11][CH2:10][CH2:9][N:8]([C:13]([O:15][C:16]([CH3:19])([CH3:18])[CH3:17])=[O:14])[CH2:7][C:6]=2[CH:5]=[CH:4][CH:3]=1.[CH3:20][C:21]1[S:22][C:23](B2OC(C)(C)C(C)(C)O2)=[C:24]([CH3:26])[N:25]=1.C(=O)([O-])[O-].[Na+].[Na+].O. Product: [CH3:20][C:21]1[S:22][C:23]([C:2]2[C:12]3[O:11][CH2:10][CH2:9][N:8]([C:13]([O:15][C:16]([CH3:19])([CH3:18])[CH3:17])=[O:14])[CH2:7][C:6]=3[CH:5]=[CH:4][CH:3]=2)=[C:24]([CH3:26])[N:25]=1. The catalyst class is: 564. (2) Reactant: O[C:2]1[CH:3]=[C:4]([C:11]2[C:17]3[CH:18]=[C:19]([O:26][CH3:27])[C:20]([O:24][CH3:25])=[C:21]([O:22][CH3:23])[C:16]=3[CH2:15][CH2:14][C:13](=[O:28])[CH:12]=2)[CH:5]=[C:6](O)[C:7]=1[O:8][CH3:9]. Product: [CH3:27][O:26][C:19]1[C:20]([O:24][CH3:25])=[C:21]([O:22][CH3:23])[C:16]2[CH2:15][CH2:14][CH:13]([OH:28])[CH:12]=[C:11]([C:4]3[CH:5]=[CH:6][C:7]([O:8][CH3:9])=[CH:2][CH:3]=3)[C:17]=2[CH:18]=1. The catalyst class is: 53. (3) Reactant: [Br:1][C:2]1[CH:11]=[CH:10][C:9]2[O:8][C@@H:7]3[CH2:12][CH2:13][O:14][CH2:15][C@@H:6]3[C:5](=[O:16])[C:4]=2[CH:3]=1.CO.C([O-])([O-])=O.[K+].[K+]. Product: [Br:1][C:2]1[CH:11]=[CH:10][C:9]2[O:8][C@@H:7]3[CH2:12][CH2:13][O:14][CH2:15][C@H:6]3[C:5](=[O:16])[C:4]=2[CH:3]=1. The catalyst class is: 1. (4) Reactant: [Br:1][C:2]1[CH:3]=[C:4]([O:12][CH3:13])[C:5]([Cl:11])=[C:6]([CH:10]=1)[C:7](Cl)=[O:8].Cl.[CH3:15][NH:16][O:17][CH3:18]. Product: [Br:1][C:2]1[CH:3]=[C:4]([O:12][CH3:13])[C:5]([Cl:11])=[C:6]([CH:10]=1)[C:7]([N:16]([O:17][CH3:18])[CH3:15])=[O:8]. The catalyst class is: 2. (5) Reactant: [Cl:1][C:2]1[CH:7]=[CH:6][C:5]([C:8]2([F:26])[S:12][C:11]([C:13]3[CH:23]=[CH:22][C:16]([O:17][CH2:18][C:19](O)=[O:20])=[CH:15][CH:14]=3)=[N:10][C:9]2([F:25])[F:24])=[CH:4][CH:3]=1.C1[CH:28]=[CH:29][C:30]2N(O)N=[N:33][C:31]=2C=1.CCN=C=NCCCN(C)C.Cl.C(N)CCC. Product: [CH2:31]([NH:33][C:19](=[O:20])[CH2:18][O:17][C:16]1[CH:22]=[CH:23][C:13]([C:11]2[S:12][C:8]([C:5]3[CH:4]=[CH:3][C:2]([Cl:1])=[CH:7][CH:6]=3)([F:26])[C:9]([F:24])([F:25])[N:10]=2)=[CH:14][CH:15]=1)[CH2:30][CH2:29][CH3:28]. The catalyst class is: 174. (6) Reactant: Br[C:2]1[CH:7]=[CH:6][CH:5]=[CH:4][N:3]=1.CCCCCC.C([Li])CCC.[F:19][C:20]([F:35])([F:34])[CH2:21][O:22][C:23]1[CH:30]=[C:29]([N+:31]([O-:33])=[O:32])[CH:28]=[CH:27][C:24]=1[CH:25]=[O:26].O. Product: [N+:31]([C:29]1[CH:28]=[CH:27][C:24]([CH:25]([C:2]2[CH:7]=[CH:6][CH:5]=[CH:4][N:3]=2)[OH:26])=[C:23]([O:22][CH2:21][C:20]([F:19])([F:34])[F:35])[CH:30]=1)([O-:33])=[O:32]. The catalyst class is: 469.